From a dataset of Retrosynthesis with 50K atom-mapped reactions and 10 reaction types from USPTO. Predict the reactants needed to synthesize the given product. Given the product CC(C)(C)OC(=O)NC1(c2ccc(-c3nc4cc(-c5cnn(C(=O)OC(C)(C)C)c5)ccn4c3-c3ccccc3)cc2)CCC1, predict the reactants needed to synthesize it. The reactants are: CC(C)(C)OC(=O)NC1(c2ccc(-c3nc4cc(Br)ccn4c3-c3ccccc3)cc2)CCC1.CC(C)(C)OC(=O)n1cc(B(O)O)cn1.